From a dataset of Full USPTO retrosynthesis dataset with 1.9M reactions from patents (1976-2016). Predict the reactants needed to synthesize the given product. (1) The reactants are: [CH:1]1([C@H:5]([NH:7][C:8]2[N:16]=[C:15]([C:17]#[N:18])[N:14]=[C:13]3[C:9]=2[N:10]([CH2:19][C:20]2[CH:25]=[CH:24][C:23]([C:26]([F:29])([F:28])[F:27])=[CH:22][CH:21]=2)[CH:11]=[N:12]3)[CH3:6])[CH2:4][CH2:3][CH2:2]1.C1C(=O)N([Br:37])C(=O)C1. Given the product [Br:37][C:11]1[N:10]([CH2:19][C:20]2[CH:21]=[CH:22][C:23]([C:26]([F:27])([F:28])[F:29])=[CH:24][CH:25]=2)[C:9]2[C:13](=[N:14][C:15]([C:17]#[N:18])=[N:16][C:8]=2[NH:7][C@@H:5]([CH:1]2[CH2:4][CH2:3][CH2:2]2)[CH3:6])[N:12]=1, predict the reactants needed to synthesize it. (2) Given the product [Cl:16][C:17]1([Cl:24])[CH2:19][C:18]1([CH3:23])[C:20]([N:9]1[CH2:8][CH2:7][C:6]2([C:4](=[O:5])[N:35]([C:32]3[CH:33]=[CH:34][C:29]([O:28][CH:27]([CH3:36])[C:26]([F:25])([F:37])[F:38])=[CH:30][CH:31]=3)[CH2:13][CH2:12]2)[CH2:11][CH2:10]1)=[O:21], predict the reactants needed to synthesize it. The reactants are: C(O[C:4]([C:6]1([CH2:12][CH2:13]OC)[CH2:11][CH2:10][NH:9][CH2:8][CH2:7]1)=[O:5])C.[Cl:16][C:17]1([Cl:24])[CH2:19][C:18]1([CH3:23])[C:20](O)=[O:21].[F:25][C:26]([F:38])([F:37])[CH:27]([CH3:36])[O:28][C:29]1[CH:34]=[CH:33][C:32]([NH2:35])=[CH:31][CH:30]=1. (3) The reactants are: [Br:1][CH2:2][CH2:3][CH2:4][CH2:5][CH2:6][CH2:7][CH2:8][CH2:9][CH2:10]Br.[CH:12]1[C:21]2[C:16](=[CH:17][CH:18]=[CH:19][CH:20]=2)[CH:15]=[CH:14][N:13]=1. Given the product [Br-:1].[Br-:1].[CH2:2]([N+:13]1[CH:14]=[CH:15][C:16]2[C:21](=[CH:20][CH:19]=[CH:18][CH:17]=2)[CH:12]=1)[CH2:3][CH2:4][CH2:5][CH2:6][CH2:7][CH2:8][CH2:9][CH2:10][N+:13]1[CH:14]=[CH:15][C:16]2[C:21](=[CH:20][CH:19]=[CH:18][CH:17]=2)[CH:12]=1, predict the reactants needed to synthesize it. (4) Given the product [Br:19][C:20]1[CH:25]=[CH:24][C:23]([O:3][CH2:4][CH2:5][CH:6]2[CH2:7][CH2:8][N:9]([C:12]([O:14][C:15]([CH3:18])([CH3:17])[CH3:16])=[O:13])[CH2:10][CH2:11]2)=[C:22]([S:27]([CH3:30])(=[O:29])=[O:28])[CH:21]=1, predict the reactants needed to synthesize it. The reactants are: [H-].[Na+].[OH:3][CH2:4][CH2:5][CH:6]1[CH2:11][CH2:10][N:9]([C:12]([O:14][C:15]([CH3:18])([CH3:17])[CH3:16])=[O:13])[CH2:8][CH2:7]1.[Br:19][C:20]1[CH:25]=[CH:24][C:23](F)=[C:22]([S:27]([CH3:30])(=[O:29])=[O:28])[CH:21]=1.[Cl-].[NH4+]. (5) The reactants are: C([O:3][C:4](=[O:32])[CH2:5][C:6]1[CH:11]=[CH:10][C:9]([C:12]2[CH:17]=[CH:16][C:15]([C:18]([F:28])([CH3:27])[CH2:19][NH:20][S:21]([CH:24]([CH3:26])[CH3:25])(=[O:23])=[O:22])=[CH:14][CH:13]=2)=[CH:8][C:7]=1[N+:29]([O-:31])=[O:30])C.[OH-].[Na+].Cl. Given the product [F:28][C:18]([C:15]1[CH:14]=[CH:13][C:12]([C:9]2[CH:10]=[CH:11][C:6]([CH2:5][C:4]([OH:32])=[O:3])=[C:7]([N+:29]([O-:31])=[O:30])[CH:8]=2)=[CH:17][CH:16]=1)([CH3:27])[CH2:19][NH:20][S:21]([CH:24]([CH3:25])[CH3:26])(=[O:22])=[O:23], predict the reactants needed to synthesize it. (6) Given the product [CH3:1][C:2]([C:4]1[C:9]([N+:13]([O-:15])=[O:14])=[CH:8][C:7]2[O:10][CH2:11][O:12][C:6]=2[CH:5]=1)=[O:3], predict the reactants needed to synthesize it. The reactants are: [CH3:1][C:2]([C:4]1[CH:9]=[CH:8][C:7]2[O:10][CH2:11][O:12][C:6]=2[CH:5]=1)=[O:3].[N+:13]([O-])([OH:15])=[O:14].CCOC(C)=O. (7) The reactants are: [CH3:1][S:2](Cl)(=[O:4])=[O:3].[Br:6][C:7]1[CH:12]=[C:11]([Cl:13])[CH:10]=[CH:9][C:8]=1[CH:14]1[CH2:19][CH:18]([OH:20])[CH2:17][CH2:16][O:15]1.CCN(CC)CC. Given the product [CH3:1][S:2]([O:20][CH:18]1[CH2:17][CH2:16][O:15][CH:14]([C:8]2[CH:9]=[CH:10][C:11]([Cl:13])=[CH:12][C:7]=2[Br:6])[CH2:19]1)(=[O:4])=[O:3], predict the reactants needed to synthesize it. (8) Given the product [CH:1]1([C:4]2[C:5]([N:10]3[CH:14]=[C:13]([CH:15]=[O:16])[C:12]([CH3:17])=[N:11]3)=[N:6][CH:7]=[CH:8][CH:9]=2)[CH2:3][CH2:2]1, predict the reactants needed to synthesize it. The reactants are: [CH:1]1([C:4]2[C:5]([N:10]3[CH:14]=[C:13]([CH2:15][OH:16])[C:12]([CH3:17])=[N:11]3)=[N:6][CH:7]=[CH:8][CH:9]=2)[CH2:3][CH2:2]1.[NH+]1C=CC=CC=1.